Dataset: Forward reaction prediction with 1.9M reactions from USPTO patents (1976-2016). Task: Predict the product of the given reaction. Given the reactants [CH3:1][C:2]1[CH:7]=[CH:6][C:5]([C:8]2[C:16]3[C:11](=[CH:12][CH:13]=[CH:14][CH:15]=3)[NH:10][N:9]=2)=[CH:4][CH:3]=1.CC[O-].[Na+].[O:21]([C:23]1[CH:30]=[CH:29][C:26]([CH2:27]Cl)=[CH:25][CH:24]=1)[CH3:22], predict the reaction product. The product is: [O:21]([C:23]1[CH:30]=[CH:29][C:26]([CH2:27][N:9]2[C:8]([C:5]3[CH:4]=[CH:3][C:2]([CH3:1])=[CH:7][CH:6]=3)=[C:16]3[C:11]([CH:12]=[CH:13][CH:14]=[CH:15]3)=[N:10]2)=[CH:25][CH:24]=1)[CH3:22].